From a dataset of Full USPTO retrosynthesis dataset with 1.9M reactions from patents (1976-2016). Predict the reactants needed to synthesize the given product. (1) Given the product [Cl:25][C:22]1[CH:21]=[CH:20][C:19]([S:18][CH:16]2[CH2:17][NH:14][CH2:15]2)=[CH:24][CH:23]=1, predict the reactants needed to synthesize it. The reactants are: C([N:14]1[CH2:17][CH:16]([S:18][C:19]2[CH:24]=[CH:23][C:22]([Cl:25])=[CH:21][CH:20]=2)[CH2:15]1)(C1C=CC=CC=1)C1C=CC=CC=1.ClC(OC(Cl)=O)C. (2) Given the product [CH:1]1([C:7]2([CH3:14])[C:11](=[O:12])[N:10]([CH2:16][C:17](=[O:18])[C:19]3[S:20][CH:21]=[CH:22][CH:23]=3)[N:9]=[C:8]2[CH3:13])[CH2:2][CH2:3][CH2:4][CH2:5][CH2:6]1, predict the reactants needed to synthesize it. The reactants are: [CH:1]1([C:7]2([CH3:14])[C:11](=[O:12])[NH:10][N:9]=[C:8]2[CH3:13])[CH2:6][CH2:5][CH2:4][CH2:3][CH2:2]1.Cl[CH2:16][C:17]([C:19]1[S:20][CH:21]=[CH:22][CH:23]=1)=[O:18]. (3) Given the product [CH2:62]([O:61][C:59]([C:56]1[O:55][C:54]([CH2:53][N:13]2[C:12]([C:18]3[CH:19]=[CH:20][C:21]([Cl:24])=[CH:22][CH:23]=3)=[C:11]3[C:15]([CH2:16][CH2:17][NH:8][CH2:9][CH2:10]3)=[N:14]2)=[CH:58][CH:57]=1)=[O:60])[CH3:63], predict the reactants needed to synthesize it. The reactants are: C(OC([N:8]1[CH2:17][CH2:16][C:15]2[NH:14][N:13]=[C:12]([C:18]3[CH:23]=[CH:22][C:21]([Cl:24])=[CH:20][CH:19]=3)[C:11]=2[CH2:10][CH2:9]1)=O)(C)(C)C.C(OC(C1OC(Cl)=CC=1)=O)C.C(OC(N1CCC2N([CH2:53][C:54]3[O:55][C:56]([C:59]([O:61][CH2:62][CH3:63])=[O:60])=[CH:57][CH:58]=3)N=C(C3C=CC(Cl)=CC=3)C=2CC1)=O)(C)(C)C. (4) Given the product [CH:4]([C:5]1[S:6][CH:7]=[C:8]([C:10]([O:12][CH3:13])=[O:11])[N:9]=1)=[O:3], predict the reactants needed to synthesize it. The reactants are: C([O:3][CH:4](OCC)[C:5]1[S:6][CH:7]=[C:8]([C:10]([O:12][CH3:13])=[O:11])[N:9]=1)C.Cl. (5) Given the product [CH2:1]([O:8][C:9]1[CH:10]=[CH:11][C:12]([N+:17]([O-:19])=[O:18])=[C:13]([CH:16]=1)[C:14]#[N:23])[C:2]1[CH:7]=[CH:6][CH:5]=[CH:4][CH:3]=1, predict the reactants needed to synthesize it. The reactants are: [CH2:1]([O:8][C:9]1[CH:10]=[CH:11][C:12]([N+:17]([O-:19])=[O:18])=[C:13]([CH:16]=1)[CH:14]=O)[C:2]1[CH:7]=[CH:6][CH:5]=[CH:4][CH:3]=1.Cl.NO.[N:23]1C(Cl)=NC(Cl)=NC=1Cl.Cl. (6) Given the product [F:25][C:17]1[C:18]([C:2]2[CH:3]=[N:4][CH:5]=[N:6][CH:7]=2)=[CH:19][CH:20]=[CH:21][C:16]=1[C:14]#[N:15], predict the reactants needed to synthesize it. The reactants are: Br[C:2]1[CH:3]=[N:4][CH:5]=[N:6][CH:7]=1.C(=O)([O-])[O-].[Na+].[Na+].[C:14]([C:16]1[C:17]([F:25])=[C:18](B(O)O)[CH:19]=[CH:20][CH:21]=1)#[N:15].O.